Predict which catalyst facilitates the given reaction. From a dataset of Catalyst prediction with 721,799 reactions and 888 catalyst types from USPTO. Reactant: [N:1]1[CH:6]=[CH:5][CH:4]=[CH:3][C:2]=1[CH2:7][O:8][C:9]1[N:14]=[C:13]2[CH:15]([OH:18])[CH2:16][CH2:17][C:12]2=[C:11]([C:19]2[CH:20]=[N:21][CH:22]=[N:23][CH:24]=2)[CH:10]=1.CC(OI1(OC(C)=O)(OC(C)=O)OC(=O)C2C1=CC=CC=2)=O.C(Cl)Cl.C(=O)([O-])O.[Na+]. Product: [N:1]1[CH:6]=[CH:5][CH:4]=[CH:3][C:2]=1[CH2:7][O:8][C:9]1[N:14]=[C:13]2[C:15](=[O:18])[CH2:16][CH2:17][C:12]2=[C:11]([C:19]2[CH:20]=[N:21][CH:22]=[N:23][CH:24]=2)[CH:10]=1. The catalyst class is: 22.